This data is from Forward reaction prediction with 1.9M reactions from USPTO patents (1976-2016). The task is: Predict the product of the given reaction. (1) Given the reactants [F:1][C:2]1[CH:7]=[CH:6][CH:5]=[CH:4][C:3]=1[C:8]1[N:9]=[C:10]([CH2:22][N:23](C)[C:24](=O)OC(C)(C)C)[S:11][C:12]=1[S:13]([C:16]1[CH:17]=[N:18][N:19]([CH3:21])[CH:20]=1)(=[O:15])=[O:14].C(OCC)(=O)C.C(OCC)(=O)C.[ClH:44], predict the reaction product. The product is: [ClH:44].[F:1][C:2]1[CH:7]=[CH:6][CH:5]=[CH:4][C:3]=1[C:8]1[N:9]=[C:10]([CH2:22][NH:23][CH3:24])[S:11][C:12]=1[S:13]([C:16]1[CH:17]=[N:18][N:19]([CH3:21])[CH:20]=1)(=[O:14])=[O:15]. (2) Given the reactants [Cl:1][C:2]1[CH:3]=[C:4]([N:8]2[CH2:13][CH2:12][N:11]([CH2:14][CH2:15][NH2:16])[CH2:10][CH2:9]2)[CH:5]=[CH:6][CH:7]=1.[C:17]([N:21]1[C:25]([CH2:26][CH:27]([CH3:29])[CH3:28])=[CH:24][C:23]([CH:30]=O)=[N:22]1)([CH3:20])([CH3:19])[CH3:18], predict the reaction product. The product is: [C:17]([N:21]1[C:25]([CH2:26][CH:27]([CH3:28])[CH3:29])=[CH:24][C:23]([CH2:30][NH:16][CH2:15][CH2:14][N:11]2[CH2:10][CH2:9][N:8]([C:4]3[CH:5]=[CH:6][CH:7]=[C:2]([Cl:1])[CH:3]=3)[CH2:13][CH2:12]2)=[N:22]1)([CH3:20])([CH3:19])[CH3:18].